From a dataset of Full USPTO retrosynthesis dataset with 1.9M reactions from patents (1976-2016). Predict the reactants needed to synthesize the given product. Given the product [NH2:19][C:17]1[S:18][C:3]2[C:2]([NH:20][C@H:21]([CH3:31])[CH2:22][NH:23][C:24](=[O:30])[O:25][C:26]([CH3:28])([CH3:27])[CH3:29])=[N:7][C:6]([S:8][CH2:9][C:10]3[CH:15]=[CH:14][CH:13]=[CH:12][CH:11]=3)=[N:5][C:4]=2[N:16]=1, predict the reactants needed to synthesize it. The reactants are: Cl[C:2]1[C:3]2[S:18][C:17]([NH2:19])=[N:16][C:4]=2[N:5]=[C:6]([S:8][CH2:9][C:10]2[CH:15]=[CH:14][CH:13]=[CH:12][CH:11]=2)[N:7]=1.[NH2:20][C@H:21]([CH3:31])[CH2:22][NH:23][C:24](=[O:30])[O:25][C:26]([CH3:29])([CH3:28])[CH3:27].CCN(C(C)C)C(C)C.